Dataset: Reaction yield outcomes from USPTO patents with 853,638 reactions. Task: Predict the reaction yield, written as a fraction of the theoretical maximum amount of product (1.0 means a 100% yield; for example, 0.34 means a 34% yield). The reactants are [Br:1][C:2]1[CH:3]=[CH:4][C:5](I)=[N:6][CH:7]=1.C([Mg]Cl)(C)C.CON(C)[C:17]([C:19]1[C:20]([O:25][CH3:26])=[N:21][CH:22]=[N:23][CH:24]=1)=[O:18].Cl. The catalyst is C1COCC1.C(Cl)Cl. The product is [Br:1][C:2]1[CH:3]=[CH:4][C:5]([C:17]([C:19]2[C:20]([O:25][CH3:26])=[N:21][CH:22]=[N:23][CH:24]=2)=[O:18])=[N:6][CH:7]=1. The yield is 0.610.